Dataset: Peptide-MHC class II binding affinity with 134,281 pairs from IEDB. Task: Regression. Given a peptide amino acid sequence and an MHC pseudo amino acid sequence, predict their binding affinity value. This is MHC class II binding data. (1) The peptide sequence is FVAAAKYMVIQGEPG. The MHC is HLA-DQA10104-DQB10503 with pseudo-sequence HLA-DQA10104-DQB10503. The binding affinity (normalized) is 0.232. (2) The peptide sequence is PEKEVLMWKFDSRLAFHH. The MHC is DRB4_0101 with pseudo-sequence DRB4_0103. The binding affinity (normalized) is 0.693.